Dataset: Reaction yield outcomes from USPTO patents with 853,638 reactions. Task: Predict the reaction yield, written as a fraction of the theoretical maximum amount of product (1.0 means a 100% yield; for example, 0.34 means a 34% yield). (1) The reactants are [CH:1]1([CH2:4][O:5][C:6]2[CH:11]=[C:10]([F:12])[CH:9]=[CH:8][C:7]=2[C:13]2[N:17]([CH3:18])[CH:16]=[N:15][C:14]=2[C:19]2[CH:24]=[C:23]([CH:25]=O)[CH:22]=[CH:21][N:20]=2)[CH2:3][CH2:2]1.[C:27]1([S:33]([CH2:36][C:37]#[N:38])(=[O:35])=[O:34])[CH:32]=[CH:31][CH:30]=[CH:29][CH:28]=1.C([O-])(O)=O.[Na+]. The catalyst is CCO. The product is [C:27]1([S:33]([C:36](=[CH:25][C:23]2[CH:22]=[CH:21][N:20]=[C:19]([C:14]3[N:15]=[CH:16][N:17]([CH3:18])[C:13]=3[C:7]3[CH:8]=[CH:9][C:10]([F:12])=[CH:11][C:6]=3[O:5][CH2:4][CH:1]3[CH2:2][CH2:3]3)[CH:24]=2)[C:37]#[N:38])(=[O:34])=[O:35])[CH:28]=[CH:29][CH:30]=[CH:31][CH:32]=1. The yield is 0.700. (2) The reactants are [Cl:1][C:2]1[CH:3]=[C:4]([C:9]2([C:22]([F:25])([F:24])[F:23])[O:13][N:12]=[C:11]([C:14]3[CH:15]=[C:16]([CH:19]=[CH:20][CH:21]=3)[C:17]#[N:18])[CH2:10]2)[CH:5]=[C:6]([Cl:8])[CH:7]=1.[H-].[H-].[H-].[H-].[Li+].[Al+3]. The catalyst is C1COCC1. The product is [ClH:1].[Cl:1][C:2]1[CH:3]=[C:4]([C:9]2([C:22]([F:24])([F:23])[F:25])[O:13][N:12]=[C:11]([C:14]3[CH:15]=[C:16]([CH:19]=[CH:20][CH:21]=3)[CH2:17][NH2:18])[CH2:10]2)[CH:5]=[C:6]([Cl:8])[CH:7]=1. The yield is 0.300. (3) The reactants are [I:1][CH2:2][CH2:3][CH2:4][CH2:5][CH2:6][CH2:7][CH2:8][CH2:9][CH2:10][CH2:11]I.[CH:13]1[C:22]2[C:17](=[CH:18][CH:19]=[CH:20][CH:21]=2)[CH:16]=[CH:15][N:14]=1. No catalyst specified. The product is [I-:1].[I-:1].[CH2:2]([N+:14]1[CH:15]=[CH:16][C:17]2[C:22](=[CH:21][CH:20]=[CH:19][CH:18]=2)[CH:13]=1)[CH2:3][CH2:4][CH2:5][CH2:6][CH2:7][CH2:8][CH2:9][CH2:10][CH2:11][N+:14]1[CH:15]=[CH:16][C:17]2[C:22](=[CH:21][CH:20]=[CH:19][CH:18]=2)[CH:13]=1. The yield is 0.920. (4) The reactants are [C:12]([O:11][C:9](O[C:9]([O:11][C:12]([CH3:15])([CH3:14])[CH3:13])=[O:10])=[O:10])([CH3:15])([CH3:14])[CH3:13].[C:16](#[N:18])[CH3:17]. The catalyst is CN(C)C1C=CN=CC=1. The product is [O:11]=[C:12]1[N:18]([C:9]([O:11][C:12]([CH3:13])([CH3:14])[CH3:15])=[O:10])[C@H:16]([C:9]([O:11][CH2:12][CH3:13])=[O:10])[CH2:17][CH2:13]1. The yield is 1.00.